From a dataset of Peptide-MHC class I binding affinity with 185,985 pairs from IEDB/IMGT. Regression. Given a peptide amino acid sequence and an MHC pseudo amino acid sequence, predict their binding affinity value. This is MHC class I binding data. (1) The binding affinity (normalized) is 0.487. The peptide sequence is LADTSLSGY. The MHC is HLA-A30:02 with pseudo-sequence HLA-A30:02. (2) The peptide sequence is FPSQQPYLQL. The MHC is HLA-B07:02 with pseudo-sequence HLA-B07:02. The binding affinity (normalized) is 0.184. (3) The peptide sequence is VVDALRNIY. The binding affinity (normalized) is 0.0847. The MHC is HLA-A69:01 with pseudo-sequence HLA-A69:01. (4) The peptide sequence is YQSYSENGM. The MHC is HLA-B15:01 with pseudo-sequence HLA-B15:01. The binding affinity (normalized) is 0.102. (5) The peptide sequence is FKRKGGIGGY. The MHC is HLA-A02:03 with pseudo-sequence HLA-A02:03. The binding affinity (normalized) is 0. (6) The peptide sequence is SNFVSAGI. The MHC is H-2-Kb with pseudo-sequence H-2-Kb. The binding affinity (normalized) is 0.713. (7) The peptide sequence is HEKGINPNY. The MHC is HLA-A01:01 with pseudo-sequence HLA-A01:01. The binding affinity (normalized) is 0.0847.